This data is from Full USPTO retrosynthesis dataset with 1.9M reactions from patents (1976-2016). The task is: Predict the reactants needed to synthesize the given product. (1) The reactants are: [C:1]([O-:6])(=O)[CH:2]([CH3:4])[OH:3].[Ca+2].C([O-])(=O)[CH:9]([CH3:11])[OH:10].C1C(S([O-])(=O)=O)=[C:18]([OH:24])[C:17](O)=CC=1S([O-])(=O)=O.[Na+].[Na+].[C:32](=[O:35])([O-])[O-:33].[K+].[K+].C(O)(=O)C[C:40]([CH2:45][C:46]([OH:48])=[O:47])([C:42]([OH:44])=O)[OH:41].[OH2:51]. Given the product [OH:33][CH:32]1[O:35][C@H:11]([CH2:9][OH:10])[C@@H:4]([O:48][C@@H:46]2[O:47][C@H:17]([CH2:18][OH:24])[C@H:42]([OH:44])[C@H:40]([OH:41])[C@H:45]2[OH:51])[C@H:2]([OH:3])[C@H:1]1[OH:6], predict the reactants needed to synthesize it. (2) Given the product [C:18]([CH:17]([NH:16][C:2]1[C:11]([C:12]([OH:14])=[O:13])=[CH:10][C:9]2[C:4](=[CH:5][CH:6]=[C:7]([Cl:15])[CH:8]=2)[N:3]=1)[CH2:21][C:22]1[CH:27]=[CH:26][C:25]([C:28]#[C:29][C:30]2[CH:35]=[CH:34][CH:33]=[CH:32][CH:31]=2)=[CH:24][CH:23]=1)([OH:20])=[O:19], predict the reactants needed to synthesize it. The reactants are: Cl[C:2]1[C:11]([C:12]([OH:14])=[O:13])=[CH:10][C:9]2[C:4](=[CH:5][CH:6]=[C:7]([Cl:15])[CH:8]=2)[N:3]=1.[NH2:16][CH:17]([CH2:21][C:22]1[CH:27]=[CH:26][C:25]([C:28]#[C:29][C:30]2[CH:35]=[CH:34][CH:33]=[CH:32][CH:31]=2)=[CH:24][CH:23]=1)[C:18]([OH:20])=[O:19].